Dataset: Full USPTO retrosynthesis dataset with 1.9M reactions from patents (1976-2016). Task: Predict the reactants needed to synthesize the given product. (1) Given the product [C:10]([C@H:9]1[CH2:13][CH2:14][CH2:15][N:8]1[C:1]([O:3][C:4]([CH3:7])([CH3:6])[CH3:5])=[O:2])#[N:18], predict the reactants needed to synthesize it. The reactants are: [C:1]([N:8]1[CH2:15][CH2:14][CH2:13][C@@H:9]1[C:10](O)=O)([O:3][C:4]([CH3:7])([CH3:6])[CH3:5])=[O:2].C([N:18](CC)CC)C.C(OC(Cl)=O)C(C)C.N.FC(F)(F)C(OC(=O)C(F)(F)F)=O. (2) The reactants are: [Cl:1][C:2]1[CH:3]=[C:4]2[C:8](=[CH:9][CH:10]=1)[NH:7][CH:6]=[C:5]2[CH2:11][CH2:12][NH:13][C:14](=[O:23])[C:15]1[CH:20]=[CH:19][C:18]([CH2:21]Cl)=[CH:17][CH:16]=1.[F:24][C:25]([F:36])([F:35])[C:26]1[CH:31]=[CH:30][C:29](B(O)O)=[CH:28][CH:27]=1.C(=O)([O-])[O-].[Na+].[Na+].[I-].[Na+]. Given the product [Cl:1][C:2]1[CH:3]=[C:4]2[C:8](=[CH:9][CH:10]=1)[NH:7][CH:6]=[C:5]2[CH2:11][CH2:12][NH:13][C:14](=[O:23])[C:15]1[CH:20]=[CH:19][C:18]([CH2:21][C:29]2[CH:30]=[CH:31][C:26]([C:25]([F:36])([F:35])[F:24])=[CH:27][CH:28]=2)=[CH:17][CH:16]=1, predict the reactants needed to synthesize it.